This data is from Full USPTO retrosynthesis dataset with 1.9M reactions from patents (1976-2016). The task is: Predict the reactants needed to synthesize the given product. (1) Given the product [Cl:14][C:15]1[C:20]([CH:21]([CH3:22])[CH3:23])=[C:19]([NH:6][CH:1]2[CH2:5][CH2:4][CH2:3][CH2:2]2)[N:18]2[N:25]=[CH:26][N:27]=[C:17]2[N:16]=1, predict the reactants needed to synthesize it. The reactants are: [CH:1]1([NH2:6])[CH2:5][CH2:4][CH2:3][CH2:2]1.C(N(CC)CC)C.[Cl:14][C:15]1[C:20]([CH:21]([CH3:23])[CH3:22])=[C:19](Cl)[N:18]2[N:25]=[CH:26][N:27]=[C:17]2[N:16]=1. (2) Given the product [ClH:26].[CH2:12]1[C:10]2([CH2:11][NH:8][CH2:9]2)[CH2:14][N:13]1[C:15](=[O:17])[CH3:16], predict the reactants needed to synthesize it. The reactants are: C(OC([N:8]1[CH2:11][C:10]2([CH2:14][N:13]([C:15](=[O:17])[CH3:16])[CH2:12]2)[CH2:9]1)=O)(C)(C)C.C(O)(C(F)(F)F)=O.C(Cl)[Cl:26]. (3) Given the product [C:17]([O:10][C:9]1[CH:8]=[CH:7][C:4]([CH:5]=[O:6])=[CH:3][C:2]=1[Cl:1])(=[O:19])[CH3:18], predict the reactants needed to synthesize it. The reactants are: [Cl:1][C:2]1[CH:3]=[C:4]([CH:7]=[CH:8][C:9]=1[OH:10])[CH:5]=[O:6].N1C=CC=CC=1.[C:17](OC(=O)C)(=[O:19])[CH3:18]. (4) Given the product [CH2:37]([NH:36][C:34]([N:31]1[CH2:32][CH2:33][CH:28]([NH:27][C:26]2[CH:45]=[CH:46][C:23]([CH2:22][CH2:21][NH:20][CH2:19][CH:18]([C:6]3[CH:7]=[CH:8][C:9]([OH:10])=[C:4]([C:2](=[O:3])[NH2:1])[CH:5]=3)[OH:47])=[CH:24][CH:25]=2)[CH2:29][CH2:30]1)=[O:35])[CH2:38][CH2:39][CH2:40][CH2:41][CH2:42][CH2:43][CH3:44], predict the reactants needed to synthesize it. The reactants are: [NH2:1][C:2]([C:4]1[CH:5]=[C:6]([CH:18]([OH:47])[CH2:19][NH:20][CH2:21][CH2:22][C:23]2[CH:46]=[CH:45][C:26]([NH:27][CH:28]3[CH2:33][CH2:32][N:31]([C:34]([NH:36][CH2:37][CH2:38][CH2:39][CH2:40][CH2:41][CH2:42][CH2:43][CH3:44])=[O:35])[CH2:30][CH2:29]3)=[CH:25][CH:24]=2)[CH:7]=[CH:8][C:9]=1[O:10]CC1C=CC=CC=1)=[O:3].[H][H]. (5) The reactants are: [C:1](#[N:3])[CH3:2].C([N-]C(C)C)(C)C.[Li+].CCCCCCC.[CH2:19]1[CH2:23][O:22][CH2:21][CH2:20]1.[CH2:24]([C:26]1[CH:31]=[CH:30][CH:29]=[CH:28][CH:27]=1)C.[Cl-].[NH4+].[CH2:34]1C[O:37][CH2:36][CH2:35]1. Given the product [OH:37][CH:36]([C:35]1[CH:23]=[CH:19][CH:20]=[C:21]([O:22][CH2:24][C:26]2[CH:27]=[CH:28][CH:29]=[CH:30][CH:31]=2)[CH:34]=1)[CH2:2][C:1]#[N:3], predict the reactants needed to synthesize it. (6) Given the product [NH:1]1[C:9]2[C:4](=[CH:5][CH:6]=[CH:7][CH:8]=2)[C:3]([CH2:10][C@H:11]([NH:13][CH2:31][C:30]([F:29])([CH3:41])[CH3:40])[CH3:12])=[CH:2]1, predict the reactants needed to synthesize it. The reactants are: [NH:1]1[C:9]2[C:4](=[CH:5][CH:6]=[CH:7][CH:8]=2)[C:3]([CH2:10][C@H:11]([NH2:13])[CH3:12])=[CH:2]1.O1CCOCC1.C(N(C(C)C)CC)(C)C.[F:29][C:30]([CH3:41])([CH3:40])[CH2:31]OS(C(F)(F)F)(=O)=O. (7) Given the product [CH3:2][C:1]1[O:7][C:6]([C:8]2[CH:13]=[CH:12][N:11]=[CH:10][CH:9]=2)=[C:5]([C:14]2[CH:19]=[CH:18][CH:17]=[CH:16][CH:15]=2)[N:4]=1, predict the reactants needed to synthesize it. The reactants are: [C:1]([NH:4][CH:5]([C:14]1[CH:19]=[CH:18][CH:17]=[CH:16][CH:15]=1)[C:6]([C:8]1[CH:13]=[CH:12][N:11]=[CH:10][CH:9]=1)=[O:7])(=O)[CH3:2].[OH-].[Na+]. (8) Given the product [CH2:27]([O:1][CH2:2][CH:3]1[CH2:6][CH:5]([N:7]2[CH2:8][CH2:9][CH:10]([N:13]3[C:18](=[O:19])[CH2:17][O:16][C@H:15]4[CH2:20][CH2:21][CH2:22][CH2:23][C@H:14]34)[CH2:11][CH2:12]2)[CH2:4]1)[CH3:28], predict the reactants needed to synthesize it. The reactants are: [OH:1][CH2:2][CH:3]1[CH2:6][CH:5]([N:7]2[CH2:12][CH2:11][CH:10]([N:13]3[C:18](=[O:19])[CH2:17][O:16][C@H:15]4[CH2:20][CH2:21][CH2:22][CH2:23][C@H:14]34)[CH2:9][CH2:8]2)[CH2:4]1.[OH-].[K+].I[CH2:27][CH3:28]. (9) Given the product [CH:20]1([C:23]([NH2:25])=[O:24])[CH2:21][CH2:22][CH2:17][CH2:18][CH2:19]1, predict the reactants needed to synthesize it. The reactants are: NC1C(N[C@@H:17]2[CH2:22][CH2:21][C@H:20]([C:23]([NH2:25])=[O:24])[CH2:19][CH2:18]2)=NC(N[C@H]2CCOC[C@H]2F)=NC=1.ClC1C=C(Cl)C=C(Cl)C=1N=C=S.CC(C)N=C=NC(C)C. (10) The reactants are: CN(C(ON1N=NC2C=CC=NC1=2)=[N+](C)C)C.F[P-](F)(F)(F)(F)F.[Cl:25][C:26]1[N:30]2[CH:31]=[C:32]([C:39]3[CH:43]=[CH:42][O:41][CH:40]=3)[CH:33]=[C:34]([C:35]([F:38])([F:37])[F:36])[C:29]2=[N:28][C:27]=1[C:44]([OH:46])=O.[NH:47]1[CH2:51][CH2:50][CH2:49][CH:48]1[C:52]1[CH:57]=[CH:56][CH:55]=[CH:54][N:53]=1. Given the product [Cl:25][C:26]1[N:30]2[CH:31]=[C:32]([C:39]3[CH:43]=[CH:42][O:41][CH:40]=3)[CH:33]=[C:34]([C:35]([F:37])([F:38])[F:36])[C:29]2=[N:28][C:27]=1[C:44]([N:47]1[CH2:51][CH2:50][CH2:49][CH:48]1[C:52]1[CH:57]=[CH:56][CH:55]=[CH:54][N:53]=1)=[O:46], predict the reactants needed to synthesize it.